This data is from TCR-epitope binding with 47,182 pairs between 192 epitopes and 23,139 TCRs. The task is: Binary Classification. Given a T-cell receptor sequence (or CDR3 region) and an epitope sequence, predict whether binding occurs between them. (1) The epitope is TLDSKTQSL. The TCR CDR3 sequence is CASSFGLAGVIADTQYF. Result: 0 (the TCR does not bind to the epitope). (2) The epitope is KPLEFGATSAAL. The TCR CDR3 sequence is CASSSTRGADTQYF. Result: 1 (the TCR binds to the epitope).